The task is: Predict the reaction yield, written as a fraction of the theoretical maximum amount of product (1.0 means a 100% yield; for example, 0.34 means a 34% yield).. This data is from Reaction yield outcomes from USPTO patents with 853,638 reactions. (1) The reactants are [Cl:1][CH2:2][C:3]1[CH:4]=[C:5]([CH:9]=[CH:10][CH:11]=1)[C:6](O)=[O:7].S(Cl)(Cl)=O.Cl.CN.[CH:19]([N:22](C(C)C)CC)(C)C. The catalyst is C1(C)C=CC=CC=1.ClCCl.O. The product is [Cl:1][CH2:2][C:3]1[CH:4]=[C:5]([CH:9]=[CH:10][CH:11]=1)[C:6]([NH:22][CH3:19])=[O:7]. The yield is 0.800. (2) The reactants are [C:1]1([CH2:11]CS([O-])(=O)=O)([CH2:5]CS([O-])(=O)=O)[CH2:4][CH2:3][CH2:2]1.C(=O)([O-])[O-].[K+].[K+].[CH3:23][C:24]1[CH:25]=[CH:26][C:27]([S:30]([NH2:33])(=[O:32])=[O:31])=[CH:28][CH:29]=1.C(OCC)(=O)C. The catalyst is CS(C)=O. The product is [S:30]([N:33]1[CH2:5][C:1]2([CH2:2][CH2:3][CH2:4]2)[CH2:11]1)([C:27]1[CH:28]=[CH:29][C:24]([CH3:23])=[CH:25][CH:26]=1)(=[O:32])=[O:31]. The yield is 0.650.